This data is from Forward reaction prediction with 1.9M reactions from USPTO patents (1976-2016). The task is: Predict the product of the given reaction. (1) The product is: [F:22][C:5]1[CH:4]=[CH:3][C:2]([NH:1][C:25](=[O:26])[C:24]([CH3:28])=[CH2:23])=[CH:7][C:6]=1[C:8]1[C:9]2[C:16]([C:17]([O:19][CH2:20][CH3:21])=[O:18])=[CH:15][NH:14][C:10]=2[N:11]=[CH:12][N:13]=1. Given the reactants [NH2:1][C:2]1[CH:3]=[CH:4][C:5]([F:22])=[C:6]([C:8]2[C:9]3[C:16]([C:17]([O:19][CH2:20][CH3:21])=[O:18])=[CH:15][NH:14][C:10]=3[N:11]=[CH:12][N:13]=2)[CH:7]=1.[CH3:23][C:24](=[CH2:28])[C:25](O)=[O:26].CCCP1(OP(CCC)(=O)OP(CCC)(=O)O1)=O, predict the reaction product. (2) Given the reactants [C:9](O[C:9]([O:11][C:12]([CH3:15])([CH3:14])[CH3:13])=[O:10])([O:11][C:12]([CH3:15])([CH3:14])[CH3:13])=[O:10].C(N(CC)CC)C.[CH3:23][O:24][CH2:25][CH2:26][NH:27][CH2:28][CH2:29][C:30]([C:32]1[CH:37]=[CH:36][CH:35]=[C:34]([CH3:38])[N:33]=1)=[O:31].CO, predict the reaction product. The product is: [CH3:23][O:24][CH2:25][CH2:26][N:27]([CH2:28][CH2:29][C:30]([C:32]1[CH:37]=[CH:36][CH:35]=[C:34]([CH3:38])[N:33]=1)=[O:31])[C:9](=[O:10])[O:11][C:12]([CH3:13])([CH3:14])[CH3:15]. (3) Given the reactants [Br:1][C:2]1[CH:7]=[C:6]([Cl:8])[C:5]([F:9])=[CH:4][C:3]=1N.N([O-])=O.[Na+].[I-:15].[K+].C(OC(=O)C)C, predict the reaction product. The product is: [Br:1][C:2]1[CH:7]=[C:6]([Cl:8])[C:5]([F:9])=[CH:4][C:3]=1[I:15]. (4) Given the reactants [NH2:1][C:2]1[C:7]([C:8]#[C:9][C:10]2[CH:15]=[CH:14][C:13]([C:16]([F:19])([F:18])[F:17])=[CH:12][CH:11]=2)=[C:6]([CH3:20])[N:5]=[CH:4][N:3]=1.Cl[CH2:22][C:23]1[O:27][C:26]([C:28]([O:30][CH2:31][CH3:32])=[O:29])=[CH:25][CH:24]=1.C(=O)([O-])O.[Na+], predict the reaction product. The product is: [CH3:20][C:6]1[N:5]=[CH:4][N:3]=[C:2]([NH:1][CH2:22][C:23]2[O:27][C:26]([C:28]([O:30][CH2:31][CH3:32])=[O:29])=[CH:25][CH:24]=2)[C:7]=1[C:8]#[C:9][C:10]1[CH:11]=[CH:12][C:13]([C:16]([F:19])([F:17])[F:18])=[CH:14][CH:15]=1. (5) Given the reactants Cl[C:2]1[C:11]2[C:6](=[CH:7][C:8]([O:12][CH3:13])=[CH:9][CH:10]=2)[CH:5]=[C:4]([NH:14][C:15]2[CH:19]=[CH:18][NH:17][N:16]=2)[N:3]=1.[F:20][C:21]1[CH:22]=[C:23](B(O)O)[CH:24]=[C:25]([F:27])[CH:26]=1, predict the reaction product. The product is: [F:20][C:21]1[CH:22]=[C:23]([C:2]2[C:11]3[C:6](=[CH:7][C:8]([O:12][CH3:13])=[CH:9][CH:10]=3)[CH:5]=[C:4]([NH:14][C:15]3[CH:19]=[CH:18][NH:17][N:16]=3)[N:3]=2)[CH:24]=[C:25]([F:27])[CH:26]=1. (6) The product is: [CH2:25]([N:22]([CH2:23][CH3:24])[C:20]1[N:21]=[C:16]2[CH:15]=[CH:14][C:13]([NH:12][C:11]([C:10]3[N:9]([CH3:28])[N:8]=[CH:7][C:6]=3[C:4]([OH:5])=[O:3])=[O:27])=[CH:18][N:17]2[N:19]=1)[CH3:26]. Given the reactants C([O:3][C:4]([C:6]1[CH:7]=[N:8][N:9]([CH3:28])[C:10]=1[C:11](=[O:27])[NH:12][C:13]1[CH:14]=[CH:15][C:16]2[N:17]([N:19]=[C:20]([N:22]([CH2:25][CH3:26])[CH2:23][CH3:24])[N:21]=2)[CH:18]=1)=[O:5])C.CN1C(C(=O)NC2C=CC3N(N=C(N4CCOCC4)N=3)C=2)=C(C(O)=O)C=N1, predict the reaction product. (7) Given the reactants BrC1[C:11]2[C:6](=[CH:7][CH:8]=[CH:9][CH:10]=2)[C:5]([C:12]#[C:13][C:14]2[CH:19]=[CH:18][C:17]([CH2:20][CH2:21][CH3:22])=[CH:16][CH:15]=2)=[CH:4]C=1.[CH2:23]([C:27]1[CH:32]=[CH:31][C:30]([C:33]#[CH:34])=[CH:29][CH:28]=1)[CH2:24][CH2:25][CH3:26].O.[CH3:36][CH2:37]CCCCC, predict the reaction product. The product is: [CH2:33]([C:30]1[CH:29]=[CH:28][C:27]([C:23]#[C:24][C:25]2[C:11]3[C:6](=[CH:7][CH:8]=[CH:9][CH:10]=3)[C:5]([C:12]#[C:13][C:14]3[CH:15]=[CH:16][C:17]([CH2:20][CH2:21][CH3:22])=[CH:18][CH:19]=3)=[CH:4][CH:26]=2)=[CH:32][CH:31]=1)[CH2:34][CH2:36][CH3:37].